From a dataset of Catalyst prediction with 721,799 reactions and 888 catalyst types from USPTO. Predict which catalyst facilitates the given reaction. (1) Reactant: [CH:1]12[CH2:6][CH:5]1[CH2:4][N:3]([C:7]1[N:12]=[C:11]([NH:13][CH2:14][C:15]3[CH:20]=[CH:19][C:18]([O:21][CH3:22])=[C:17]([Cl:23])[CH:16]=3)[C:10]([C:24](O)=[O:25])=[CH:9][N:8]=1)[CH2:2]2.[F:27][C:28]1[CH:35]=[CH:34][C:31]([CH2:32][NH2:33])=[CH:30][CH:29]=1.C(N(CC)CC)C.CN(C(ON1N=NC2C=CC=NC1=2)=[N+](C)C)C.F[P-](F)(F)(F)(F)F. Product: [CH:1]12[CH2:6][CH:5]1[CH2:4][N:3]([C:7]1[N:12]=[C:11]([NH:13][CH2:14][C:15]3[CH:20]=[CH:19][C:18]([O:21][CH3:22])=[C:17]([Cl:23])[CH:16]=3)[C:10]([C:24]([NH:33][CH2:32][C:31]3[CH:34]=[CH:35][C:28]([F:27])=[CH:29][CH:30]=3)=[O:25])=[CH:9][N:8]=1)[CH2:2]2. The catalyst class is: 1. (2) Product: [CH3:1][C:2]1[C:6]2[CH:7]=[CH:8][CH:9]=[CH:10][C:5]=2[O:4][C:3]=1[CH2:11][OH:12]. The catalyst class is: 20. Reactant: [CH3:1][C:2]1[C:6]2[CH:7]=[CH:8][CH:9]=[CH:10][C:5]=2[O:4][C:3]=1[C:11](O)=[O:12].B.C1COCC1. (3) Reactant: [CH3:1][O:2][CH2:3][O:4][C:5]1[CH:10]=[CH:9][C:8]([C:11]2[C:15]([C:16]3[CH:21]=[CH:20][CH:19]=[CH:18][CH:17]=3)=[C:14]([C:22]3([CH2:25][OH:26])[CH2:24][CH2:23]3)[O:13][N:12]=2)=[CH:7][CH:6]=1.OI1(=O)C2C=CC=CC=2C(=O)O1. Product: [CH3:1][O:2][CH2:3][O:4][C:5]1[CH:6]=[CH:7][C:8]([C:11]2[C:15]([C:16]3[CH:17]=[CH:18][CH:19]=[CH:20][CH:21]=3)=[C:14]([C:22]3([CH:25]=[O:26])[CH2:23][CH2:24]3)[O:13][N:12]=2)=[CH:9][CH:10]=1. The catalyst class is: 4. (4) The catalyst class is: 44. Product: [Cl:1][C:2]1[N:3]=[C:4]([Cl:11])[C:5]2[N:10]([CH2:24][C:23]3[CH:22]=[CH:21][C:20]([C:19]([F:18])([F:28])[F:29])=[CH:27][CH:26]=3)[CH:9]=[CH:8][C:6]=2[N:7]=1. Reactant: [Cl:1][C:2]1[N:3]=[C:4]([Cl:11])[C:5]2[NH:10][CH:9]=[CH:8][C:6]=2[N:7]=1.C(=O)([O-])[O-].[K+].[K+].[F:18][C:19]([F:29])([F:28])[C:20]1[CH:27]=[CH:26][C:23]([CH2:24]Br)=[CH:22][CH:21]=1. (5) Reactant: [F:1][C:2]1[CH:7]=[CH:6][C:5]([C:8]2[S:12][C:11]([CH:13]=[O:14])=[N:10][N:9]=2)=[CH:4][CH:3]=1.[CH2:15]([Mg]Br)[CH3:16].C(OCC)C. Product: [F:1][C:2]1[CH:3]=[CH:4][C:5]([C:8]2[S:12][C:11]([CH:13]([OH:14])[CH2:15][CH3:16])=[N:10][N:9]=2)=[CH:6][CH:7]=1. The catalyst class is: 1.